Dataset: Full USPTO retrosynthesis dataset with 1.9M reactions from patents (1976-2016). Task: Predict the reactants needed to synthesize the given product. (1) Given the product [Cl:17][CH2:16][C:9]([CH:6]1[CH2:7][CH2:8][CH:3]([C:2]([F:13])([F:12])[F:1])[CH2:4][CH2:5]1)=[O:10], predict the reactants needed to synthesize it. The reactants are: [F:1][C:2]([F:13])([F:12])[CH:3]1[CH2:8][CH2:7][CH:6]([C:9](Cl)=[O:10])[CH2:5][CH2:4]1.[N+](=[CH2:16])=[N-].[ClH:17]. (2) Given the product [CH3:13][O:12][C:9]1[CH:10]=[C:11]2[C:6](=[CH:7][C:8]=1[O:14][CH3:15])[N:5]=[CH:4][CH:3]=[C:2]2[O:19][C:18]1[CH:20]=[CH:21][CH:22]=[CH:23][C:17]=1[C:16]([O:25][CH2:26][CH:27]([CH3:29])[CH3:28])=[O:24], predict the reactants needed to synthesize it. The reactants are: Cl[C:2]1[C:11]2[C:6](=[CH:7][C:8]([O:14][CH3:15])=[C:9]([O:12][CH3:13])[CH:10]=2)[N:5]=[CH:4][CH:3]=1.[C:16]([O:25][CH2:26][CH:27]([CH3:29])[CH3:28])(=[O:24])[C:17]1[C:18](=[CH:20][CH:21]=[CH:22][CH:23]=1)[OH:19].